This data is from Reaction yield outcomes from USPTO patents with 853,638 reactions. The task is: Predict the reaction yield, written as a fraction of the theoretical maximum amount of product (1.0 means a 100% yield; for example, 0.34 means a 34% yield). (1) The reactants are [C:1]([C:5]1[CH:9]=[C:8]([NH:10][C:11](=[O:19])OC2C=CC=CC=2)[N:7]([C:20]2[CH:25]=[CH:24][CH:23]=[CH:22][CH:21]=2)[N:6]=1)([CH3:4])([CH3:3])[CH3:2].[CH3:26][O:27][C:28]1[CH:29]=[C:30]2[C:35](=[CH:36][C:37]=1[O:38][CH3:39])[N:34]=[CH:33][N:32]=[C:31]2[S:40][C:41]1[CH:42]=[C:43]([CH:45]=[CH:46][CH:47]=1)[NH2:44].C(N(C(C)C)CC)(C)C. The catalyst is CN(C1C=CN=CC=1)C. The product is [C:1]([C:5]1[CH:9]=[C:8]([NH:10][C:11]([NH:44][C:43]2[CH:45]=[CH:46][CH:47]=[C:41]([S:40][C:31]3[C:30]4[C:35](=[CH:36][C:37]([O:38][CH3:39])=[C:28]([O:27][CH3:26])[CH:29]=4)[N:34]=[CH:33][N:32]=3)[CH:42]=2)=[O:19])[N:7]([C:20]2[CH:25]=[CH:24][CH:23]=[CH:22][CH:21]=2)[N:6]=1)([CH3:2])([CH3:4])[CH3:3]. The yield is 0.500. (2) The reactants are C([N:8]1[CH2:12][CH2:11][C:10]2([C:16]3[CH:17]=[CH:18][CH:19]=[CH:20][C:15]=3[S:14](=[O:22])(=[O:21])[NH:13]2)[CH2:9]1)C1C=CC=CC=1.C(O)=O. The catalyst is CO.[Pd]. The product is [NH:8]1[CH2:12][CH2:11][C:10]2([C:16]3[CH:17]=[CH:18][CH:19]=[CH:20][C:15]=3[S:14](=[O:22])(=[O:21])[NH:13]2)[CH2:9]1. The yield is 0.420. (3) The reactants are Br[C:2]1[C:3]([O:9][CH3:10])=[N:4][CH:5]=[C:6]([Cl:8])[CH:7]=1.[CH3:11][C:12]1([CH3:28])[C:16]([CH3:18])([CH3:17])[O:15][B:14]([B:14]2[O:15][C:16]([CH3:18])([CH3:17])[C:12]([CH3:28])([CH3:11])[O:13]2)[O:13]1.C([O-])(=O)C.[K+]. The catalyst is C1C=CC(P(C2C=CC=CC=2)[C-]2C=CC=C2)=CC=1.C1C=CC(P(C2C=CC=CC=2)[C-]2C=CC=C2)=CC=1.Cl[Pd]Cl.[Fe+2]. The product is [Cl:8][C:6]1[CH:7]=[C:2]([B:14]2[O:15][C:16]([CH3:18])([CH3:17])[C:12]([CH3:28])([CH3:11])[O:13]2)[C:3]([O:9][CH3:10])=[N:4][CH:5]=1. The yield is 0.600. (4) The reactants are [F:1][C:2]1[C:22]([O:23][CH3:24])=[CH:21][CH:20]=[C:19]([F:25])[C:3]=1[O:4][C:5]1[CH2:9][N:8]([C@@H:10]([CH2:14][CH:15]([CH3:17])[CH3:16])[C:11](O)=[O:12])[C:7](=[O:18])[CH:6]=1.[CH3:26][C:27]1([CH3:39])[O:31][C@H:30]([CH2:32][N:33]2[CH:37]=[CH:36][C:35]([NH2:38])=[N:34]2)[CH2:29][O:28]1.F[P-](F)(F)(F)(F)F.N1(O[P+](N(C)C)(N(C)C)N(C)C)C2C=CC=CC=2N=N1.C(N(CC)C(C)C)(C)C. The catalyst is CN(C)C=O. The product is [CH3:26][C:27]1([CH3:39])[O:31][C@H:30]([CH2:32][N:33]2[CH:37]=[CH:36][C:35]([NH:38][C:11](=[O:12])[C@@H:10]([N:8]3[CH2:9][C:5]([O:4][C:3]4[C:19]([F:25])=[CH:20][CH:21]=[C:22]([O:23][CH3:24])[C:2]=4[F:1])=[CH:6][C:7]3=[O:18])[CH2:14][CH:15]([CH3:17])[CH3:16])=[N:34]2)[CH2:29][O:28]1. The yield is 0.640.